From a dataset of Forward reaction prediction with 1.9M reactions from USPTO patents (1976-2016). Predict the product of the given reaction. (1) Given the reactants [CH2:1]([N:8]1[CH2:12][C@H:11]([OH:13])[C@H:10]([NH:14][C:15](=[O:21])[O:16][C:17]([CH3:20])([CH3:19])[CH3:18])[CH2:9]1)[C:2]1[CH:7]=[CH:6][CH:5]=[CH:4][CH:3]=1.[N+:22]([C:25]1[CH:33]=[CH:32][C:28]([C:29](O)=[O:30])=[CH:27][CH:26]=1)([O-:24])=[O:23].C1(P(C2C=CC=CC=2)C2C=CC=CC=2)C=CC=CC=1.N(C(OCC)=O)=NC(OCC)=O, predict the reaction product. The product is: [N+:22]([C:25]1[CH:26]=[CH:27][C:28]([C:29]([O:13][C@H:11]2[C@H:10]([NH:14][C:15]([O:16][C:17]([CH3:18])([CH3:20])[CH3:19])=[O:21])[CH2:9][N:8]([CH2:1][C:2]3[CH:3]=[CH:4][CH:5]=[CH:6][CH:7]=3)[CH2:12]2)=[O:30])=[CH:32][CH:33]=1)([O-:24])=[O:23]. (2) Given the reactants Br[C:2]1[CH:7]=[C:6]([F:8])[CH:5]=[CH:4][C:3]=1[C:9]([F:12])([F:11])[F:10].C(=O)([O-])[O-].[Cs+].[Cs+].[N:19]1[CH:24]=[CH:23][C:22](B(O)O)=[CH:21][CH:20]=1.[Cl-].[NH4+], predict the reaction product. The product is: [F:8][C:6]1[CH:5]=[CH:4][C:3]([C:9]([F:12])([F:11])[F:10])=[C:2]([C:22]2[CH:23]=[CH:24][N:19]=[CH:20][CH:21]=2)[CH:7]=1. (3) Given the reactants [Cl:1][C:2]1[CH:10]=[C:9]([S:11]([CH3:14])(=[O:13])=[O:12])[CH:8]=[CH:7][C:3]=1[C:4]([OH:6])=O.[F:15][C:16]1([F:34])[CH2:21][CH2:20][C:19]([CH2:32][NH2:33])([C:22]2[CH:23]=[N:24][C:25]([C:28]([F:31])([F:30])[F:29])=[CH:26][CH:27]=2)[CH2:18][CH2:17]1, predict the reaction product. The product is: [Cl:1][C:2]1[CH:10]=[C:9]([S:11]([CH3:14])(=[O:13])=[O:12])[CH:8]=[CH:7][C:3]=1[C:4]([NH:33][CH2:32][C:19]1([C:22]2[CH:23]=[N:24][C:25]([C:28]([F:31])([F:29])[F:30])=[CH:26][CH:27]=2)[CH2:20][CH2:21][C:16]([F:15])([F:34])[CH2:17][CH2:18]1)=[O:6].